Dataset: Forward reaction prediction with 1.9M reactions from USPTO patents (1976-2016). Task: Predict the product of the given reaction. (1) The product is: [CH2:38]([O:45][C:46]([N:8]1[CH2:13][CH2:12][CH:11]([O:14][C:15]2[CH:20]=[CH:19][C:18]([N+:21]([O-:23])=[O:22])=[C:17]([CH2:24][S:25]([C:28]3[C:37]4[C:32](=[CH:33][CH:34]=[CH:35][CH:36]=4)[CH:31]=[CH:30][CH:29]=3)(=[O:26])=[O:27])[CH:16]=2)[CH2:10][CH2:9]1)=[O:47])[C:39]1[CH:44]=[CH:43][CH:42]=[CH:41][CH:40]=1. Given the reactants C([N:8]1[CH2:13][CH2:12][CH:11]([O:14][C:15]2[CH:20]=[CH:19][C:18]([N+:21]([O-:23])=[O:22])=[C:17]([CH2:24][S:25]([C:28]3[C:37]4[C:32](=[CH:33][CH:34]=[CH:35][CH:36]=4)[CH:31]=[CH:30][CH:29]=3)(=[O:27])=[O:26])[CH:16]=2)[CH2:10][CH2:9]1)C1C=CC=CC=1.[CH2:38]([O:45][C:46](Cl)=[O:47])[C:39]1[CH:44]=[CH:43][CH:42]=[CH:41][CH:40]=1.[OH-].[Na+], predict the reaction product. (2) Given the reactants [CH2:1]([O:5][C:6]1[N:11]=[C:10](Cl)[N:9]=[C:8](Cl)[N:7]=1)[CH2:2][CH2:3][CH3:4].[CH2:14]([NH:16][C:17]1[CH:18]=[C:19]([OH:23])[CH:20]=[CH:21][CH:22]=1)[CH3:15], predict the reaction product. The product is: [CH2:1]([O:5][C:6]1[N:11]=[C:10]([N:16]([CH2:14][CH3:15])[C:17]2[CH:22]=[CH:21][CH:20]=[C:19]([OH:23])[CH:18]=2)[N:9]=[C:8]([N:16]([CH2:14][CH3:15])[C:17]2[CH:22]=[CH:21][CH:20]=[C:19]([OH:23])[CH:18]=2)[N:7]=1)[CH2:2][CH2:3][CH3:4]. (3) The product is: [N:40]1[CH:45]=[CH:44][CH:43]=[CH:42][C:41]=1[C:46]([O:1][CH:2]1[CH2:20][CH:19]2[N:4]([C:5](=[O:39])[CH:6]([NH:31][C:32]([O:34][C:35]([CH3:36])([CH3:38])[CH3:37])=[O:33])[CH2:7][CH2:8][CH2:9][CH2:10][CH2:11][CH:12]=[CH:13][CH:14]3[C:16]([C:22]([NH:24][S:25]([CH:28]4[CH2:30][CH2:29]4)(=[O:27])=[O:26])=[O:23])([NH:17][C:18]2=[O:21])[CH2:15]3)[CH2:3]1)=[O:47]. Given the reactants [OH:1][CH:2]1[CH2:20][CH:19]2[N:4]([C:5](=[O:39])[CH:6]([NH:31][C:32]([O:34][C:35]([CH3:38])([CH3:37])[CH3:36])=[O:33])[CH2:7][CH2:8][CH2:9][CH2:10][CH2:11][CH:12]=[CH:13][CH:14]3[C:16]([C:22]([NH:24][S:25]([CH:28]4[CH2:30][CH2:29]4)(=[O:27])=[O:26])=[O:23])([NH:17][C:18]2=[O:21])[CH2:15]3)[CH2:3]1.[N:40]1[CH:45]=[CH:44][CH:43]=[CH:42][C:41]=1[C:46](Cl)=[O:47], predict the reaction product. (4) Given the reactants C([O:8][C:9]1[C:14]([Cl:15])=[CH:13][C:12]([C:16]([N:18]2[C:27]3[C:22](=[CH:23][CH:24]=[CH:25][CH:26]=3)[CH2:21][CH2:20][CH2:19]2)=[O:17])=[CH:11][C:10]=1[Cl:28])C1C=CC=CC=1, predict the reaction product. The product is: [Cl:15][C:14]1[CH:13]=[C:12]([C:16]([N:18]2[C:27]3[C:22](=[CH:23][CH:24]=[CH:25][CH:26]=3)[CH2:21][CH2:20][CH2:19]2)=[O:17])[CH:11]=[C:10]([Cl:28])[C:9]=1[OH:8]. (5) Given the reactants Cl[C:2]1[N:7]=[CH:6][C:5]([C:8](=[O:10])[CH3:9])=[CH:4][CH:3]=1, predict the reaction product. The product is: [N:7]1([C:2]2[CH:3]=[CH:4][C:5]([C:8](=[O:10])[CH3:9])=[CH:6][N:7]=2)[CH2:2][CH2:3][CH2:4][CH2:5][CH2:6]1. (6) Given the reactants [OH:1][C:2]1[CH:7]=[CH:6][C:5]([CH2:8][CH2:9][C:10]([O:12][CH3:13])=[O:11])=[CH:4][CH:3]=1.[C:14]1([CH2:20][CH2:21][CH2:22]O)[CH:19]=[CH:18][CH:17]=[CH:16][CH:15]=1.C1(P(C2C=CC=CC=2)C2C=CC=CC=2)C=CC=CC=1.N(C(OCC)=O)=NC(OCC)=O, predict the reaction product. The product is: [C:14]1([CH2:20][CH2:21][CH2:22][O:1][C:2]2[CH:3]=[CH:4][C:5]([CH2:8][CH2:9][C:10]([O:12][CH3:13])=[O:11])=[CH:6][CH:7]=2)[CH:19]=[CH:18][CH:17]=[CH:16][CH:15]=1. (7) Given the reactants [N:1]1[C:6]2[CH2:7][NH:8][CH2:9][C:5]=2[C:4]([O:10][C:11]2[CH:12]=[C:13]3[C:17](=[CH:18][CH:19]=2)[N:16]([C:20]([NH:22][C:23]2[CH:28]=[CH:27][CH:26]=[C:25]([C:29]([F:32])([F:31])[F:30])[CH:24]=2)=[O:21])[CH:15]=[CH:14]3)=[N:3][CH:2]=1.Br[CH2:34][C:35]([O:37]C(C)(C)C)=[O:36].CN([CH:45]=[O:46])C, predict the reaction product. The product is: [C:45]([OH:46])([C:29]([F:32])([F:31])[F:30])=[O:36].[F:32][C:29]([F:31])([F:30])[C:25]1[CH:24]=[C:23]([NH:22][C:20]([N:16]2[C:17]3[C:13](=[CH:12][C:11]([O:10][C:4]4[C:5]5[CH2:9][N:8]([CH2:34][C:35]([OH:37])=[O:36])[CH2:7][C:6]=5[N:1]=[CH:2][N:3]=4)=[CH:19][CH:18]=3)[CH:14]=[CH:15]2)=[O:21])[CH:28]=[CH:27][CH:26]=1. (8) Given the reactants Cl.[CH:2]1([NH:8][C:9]2[C:14]([CH3:15])=[C:13]([CH3:16])[N:12]=[C:11]([NH:17][CH2:18][C:19]3[CH:24]=[CH:23][CH:22]=[CH:21][N:20]=3)[N:10]=2)[CH2:7][CH2:6][CH2:5][CH2:4][CH2:3]1.[CH3:25]C1N=C(CN)C=CC=1, predict the reaction product. The product is: [CH:2]1([NH:8][C:9]2[C:14]([CH3:15])=[C:13]([CH3:16])[N:12]=[C:11]([NH:17][CH2:18][C:19]3[CH:24]=[CH:23][CH:22]=[C:21]([CH3:25])[N:20]=3)[N:10]=2)[CH2:3][CH2:4][CH2:5][CH2:6][CH2:7]1. (9) Given the reactants [C:1]1([CH:11]=O)[C:10]2[C:5](=[CH:6][CH:7]=[CH:8][CH:9]=2)[CH:4]=[CH:3][CH:2]=1.[Cl:13][C:14]1[CH:15]=[CH:16][CH:17]=[C:18]2[C:22]=1[NH:21][CH:20]=[C:19]2[CH:23]1[CH2:28][CH2:27][NH:26][CH2:25][CH2:24]1, predict the reaction product. The product is: [Cl:13][C:14]1[CH:15]=[CH:16][CH:17]=[C:18]2[C:22]=1[NH:21][CH:20]=[C:19]2[CH:23]1[CH2:28][CH2:27][N:26]([CH2:11][C:1]2[C:10]3[C:5](=[CH:6][CH:7]=[CH:8][CH:9]=3)[CH:4]=[CH:3][CH:2]=2)[CH2:25][CH2:24]1.